This data is from Forward reaction prediction with 1.9M reactions from USPTO patents (1976-2016). The task is: Predict the product of the given reaction. (1) Given the reactants [Cl:1][C:2]1[CH:7]=[CH:6][C:5]([C:8]2[S:12][C:11]3[CH:13]=[CH:14][C:15]([CH3:17])=[CH:16][C:10]=3[CH:9]=2)=[CH:4][C:3]=1[C:18]([F:21])([F:20])[F:19].BrN1C(=O)CCC1=O.CC(N=NC(C#N)(C)C)(C#N)C.Cl.[C:43]([O:47][C:48](=[O:52])[CH2:49][CH2:50][NH2:51])([CH3:46])([CH3:45])[CH3:44].[H-].[Na+], predict the reaction product. The product is: [C:43]([O:47][C:48](=[O:52])[CH2:49][CH2:50][NH:51][CH2:17][C:15]1[CH:14]=[CH:13][C:11]2[S:12][C:8]([C:5]3[CH:6]=[CH:7][C:2]([Cl:1])=[C:3]([C:18]([F:21])([F:19])[F:20])[CH:4]=3)=[CH:9][C:10]=2[CH:16]=1)([CH3:46])([CH3:45])[CH3:44]. (2) Given the reactants [NH2:1][C:2]1[C:7]([N+:8]([O-:10])=[O:9])=[CH:6][CH:5]=[C:4](Cl)[N:3]=1.[CH2:12]([NH2:15])[CH2:13][NH2:14], predict the reaction product. The product is: [NH2:14][CH2:13][CH2:12][NH:15][C:4]1[CH:5]=[CH:6][C:7]([N+:8]([O-:10])=[O:9])=[C:2]([NH2:1])[N:3]=1. (3) Given the reactants [Cl:1][C:2]1[CH:7]=[C:6]([CH:8](O)[CH3:9])[CH:5]=[CH:4][N:3]=1.C(N(S(F)(F)[F:17])CC)C.C(=O)([O-])O.[Na+], predict the reaction product. The product is: [Cl:1][C:2]1[CH:7]=[C:6]([CH:8]([F:17])[CH3:9])[CH:5]=[CH:4][N:3]=1. (4) Given the reactants [C:1]([O:5][C:6](=[O:31])[NH:7][C:8]1[C:17]([CH2:18][CH2:19][CH:20]=C)=[C:16]2[C:11]([CH2:12][CH2:13][C@H:14]([C:22]([CH3:30])([CH3:29])[O:23][SiH2:24][C:25]([CH3:28])([CH3:27])[CH3:26])[O:15]2)=[CH:10][CH:9]=1)([CH3:4])([CH3:3])[CH3:2].I([O-])(=O)(=O)=[O:33].[Na+], predict the reaction product. The product is: [C:1]([O:5][C:6]([N:7]1[C:8]2[C:17](=[C:16]3[C:11](=[CH:10][CH:9]=2)[CH2:12][CH2:13][C@H:14]([C:22]([CH3:30])([CH3:29])[O:23][SiH2:24][C:25]([CH3:28])([CH3:26])[CH3:27])[O:15]3)[CH2:18][CH2:19][CH:20]1[OH:33])=[O:31])([CH3:4])([CH3:3])[CH3:2]. (5) Given the reactants Cl.[CH3:2][N:3]([CH3:7])[CH2:4][CH2:5]Cl.C1(C)C=CC=CC=1.[Cl:15][C:16]1[CH:17]=[CH:18][C:19]2[O:28][C:27]3[CH:29]=[CH:30][CH:31]=[CH:32][C:26]=3[C:25]3[C:21](=[C:22]([CH2:33][OH:34])[S:23][CH:24]=3)[C:20]=2[CH:35]=1, predict the reaction product. The product is: [Cl:15][C:16]1[CH:17]=[CH:18][C:19]2[O:28][C:27]3[CH:29]=[CH:30][CH:31]=[CH:32][C:26]=3[C:25]3[C:21](=[C:22]([CH2:33][O:34][CH2:5][CH2:4][N:3]([CH3:7])[CH3:2])[S:23][CH:24]=3)[C:20]=2[CH:35]=1. (6) Given the reactants [C:1]1([OH:7])[CH:6]=[CH:5][CH:4]=[CH:3][CH:2]=1.[H-].[Na+].[NH2:10][C:11]1[N:12]=[C:13]([C:28]2[CH:33]=[CH:32][CH:31]=[CH:30][CH:29]=2)[C:14]([C:18]2[CH:19]=[CH:20][C:21](=[O:27])[N:22]([CH:24]([CH3:26])[CH3:25])[CH:23]=2)=[N:15][C:16]=1Br.CCOC(C)=O, predict the reaction product. The product is: [NH2:10][C:11]1[N:12]=[C:13]([C:28]2[CH:29]=[CH:30][CH:31]=[CH:32][CH:33]=2)[C:14]([C:18]2[CH:19]=[CH:20][C:21](=[O:27])[N:22]([CH:24]([CH3:26])[CH3:25])[CH:23]=2)=[N:15][C:16]=1[O:7][C:1]1[CH:6]=[CH:5][CH:4]=[CH:3][CH:2]=1. (7) Given the reactants [H-].[Na+:2].[CH3:3][C:4]([CH3:33])([CH3:32])[C:5]#[C:6][C:7]1[S:11][C:10]([C:12]([OH:14])=[O:13])=[C:9]([N:15]([CH:25]2[CH2:30][CH2:29][CH:28]([OH:31])[CH2:27][CH2:26]2)[C:16]([CH:18]2[CH2:23][CH2:22][CH:21]([CH3:24])[CH2:20][CH2:19]2)=[O:17])[CH:8]=1.[N:34]1([C:38]([C:40]2[CH:45]=[CH:44][N:43]=[C:42](Cl)[CH:41]=2)=[O:39])[CH2:37][CH2:36][CH2:35]1.[OH-].[Na+], predict the reaction product. The product is: [N:34]1([C:38]([C:40]2[CH:45]=[CH:44][N:43]=[C:42]([O:31][CH:28]3[CH2:29][CH2:30][CH:25]([N:15]([C:9]4[CH:8]=[C:7]([C:6]#[C:5][C:4]([CH3:32])([CH3:3])[CH3:33])[S:11][C:10]=4[C:12]([O-:14])=[O:13])[C:16]([CH:18]4[CH2:23][CH2:22][CH:21]([CH3:24])[CH2:20][CH2:19]4)=[O:17])[CH2:26][CH2:27]3)[CH:41]=2)=[O:39])[CH2:37][CH2:36][CH2:35]1.[Na+:2]. (8) Given the reactants [OH-].[Na+].BrBr.Br[O-].[CH2:7]([O:14][CH2:15][C:16]12[CH2:24][CH:20]3[CH2:21][CH:22]([CH2:23]1)[C:18]([C:25](=[O:27])C)([CH2:19]3)[CH2:17]2)[C:8]1[CH:13]=[CH:12][CH:11]=[CH:10][CH:9]=1.CC(O)=[O:30], predict the reaction product. The product is: [CH2:7]([O:14][CH2:15][C:16]12[CH2:24][CH:20]3[CH2:21][CH:22]([CH2:23]1)[C:18]([C:25]([OH:30])=[O:27])([CH2:19]3)[CH2:17]2)[C:8]1[CH:9]=[CH:10][CH:11]=[CH:12][CH:13]=1. (9) Given the reactants [CH3:1][NH:2][C:3]([C:5]1[C:9]([N+:10]([O-])=O)=[C:8]([Cl:13])[S:7][C:6]=1[Cl:14])=[O:4].[H][H], predict the reaction product. The product is: [CH3:1][NH:2][C:3]([C:5]1[C:9]([NH2:10])=[C:8]([Cl:13])[S:7][C:6]=1[Cl:14])=[O:4].